From a dataset of Forward reaction prediction with 1.9M reactions from USPTO patents (1976-2016). Predict the product of the given reaction. (1) Given the reactants [C:1]([O:5][C:6]([N:8]1[CH2:13][CH2:12][N:11]([S:14]([C:17]2[CH:18]=[C:19]3[C:23](=[CH:24][CH:25]=2)[N:22]([C:26]([O:28][C:29]([CH3:32])([CH3:31])[CH3:30])=[O:27])[CH:21]=[CH:20]3)(=[O:16])=[O:15])[CH2:10][CH2:9]1)=[O:7])([CH3:4])([CH3:3])[CH3:2].[Li]C(C)(C)C.C[O:39][B:40](OC)[O:41]C, predict the reaction product. The product is: [C:29]([O:28][C:26]([N:22]1[C:23]2[C:19](=[CH:18][C:17]([S:14]([N:11]3[CH2:12][CH2:13][N:8]([C:6]([O:5][C:1]([CH3:4])([CH3:3])[CH3:2])=[O:7])[CH2:9][CH2:10]3)(=[O:16])=[O:15])=[CH:25][CH:24]=2)[CH:20]=[C:21]1[B:40]([OH:41])[OH:39])=[O:27])([CH3:32])([CH3:31])[CH3:30]. (2) Given the reactants C([BH3-])#N.[Na+].[CH:5](=O)[CH2:6][CH2:7][CH2:8][CH2:9][CH2:10][CH2:11][CH3:12].[NH2:14][C:15]1[CH:20]=[CH:19][C:18]([C:21]2[CH:26]=[CH:25][C:24]([NH:27][C:28]([C:30]3[CH:35]=[C:34]([N+:36]([O-:38])=[O:37])[CH:33]=[CH:32][C:31]=3[Cl:39])=[O:29])=[CH:23][CH:22]=2)=[CH:17][CH:16]=1, predict the reaction product. The product is: [CH2:5]([NH:14][C:15]1[CH:16]=[CH:17][C:18]([C:21]2[CH:22]=[CH:23][C:24]([NH:27][C:28]([C:30]3[CH:35]=[C:34]([N+:36]([O-:38])=[O:37])[CH:33]=[CH:32][C:31]=3[Cl:39])=[O:29])=[CH:25][CH:26]=2)=[CH:19][CH:20]=1)[CH2:6][CH2:7][CH2:8][CH2:9][CH2:10][CH2:11][CH3:12]. (3) Given the reactants [C:1]([O:5][C@@H:6]([C:12]1[C:13]([CH3:34])=[N:14][C:15]2[N:16]([N:26]=[C:27]([C:29]([O:31]CC)=[O:30])[CH:28]=2)[C:17]=1[C:18]1[CH:23]=[CH:22][CH:21]=[CH:20][C:19]=1[CH:24]=[CH2:25])[C:7]([O:9][CH2:10][CH3:11])=[O:8])([CH3:4])([CH3:3])[CH3:2].[OH-].[Na+].O.Cl, predict the reaction product. The product is: [C:1]([O:5][C@@H:6]([C:12]1[C:13]([CH3:34])=[N:14][C:15]2[N:16]([N:26]=[C:27]([C:29]([OH:31])=[O:30])[CH:28]=2)[C:17]=1[C:18]1[CH:23]=[CH:22][CH:21]=[CH:20][C:19]=1[CH:24]=[CH2:25])[C:7]([O:9][CH2:10][CH3:11])=[O:8])([CH3:2])([CH3:3])[CH3:4].